From a dataset of Full USPTO retrosynthesis dataset with 1.9M reactions from patents (1976-2016). Predict the reactants needed to synthesize the given product. (1) Given the product [Cl:51][C:48]1[CH:47]=[CH:46][C:45]([C@@H:43]([N:41]2[C:42]3[C@@H:30]([CH2:29][C:28]([OH:57])=[O:27])[CH2:31][CH2:32][CH2:33][C:34]=3[C:35]3[C:40]2=[C:39]([S:52]([CH3:55])(=[O:53])=[O:54])[CH:38]=[C:37]([F:56])[CH:36]=3)[CH3:44])=[CH:50][CH:49]=1, predict the reactants needed to synthesize it. The reactants are: C(C(C1C2NC3C(=CC(F)=CC=3S(C)(=O)=O)C=2CCC1)C([O-])=O)C.C([O:27][C:28](=[O:57])[CH2:29][C@@H:30]1[C:42]2[N:41]([C@H:43]([C:45]3[CH:50]=[CH:49][C:48]([Cl:51])=[CH:47][CH:46]=3)[CH3:44])[C:40]3[C:35](=[CH:36][C:37]([F:56])=[CH:38][C:39]=3[S:52]([CH3:55])(=[O:54])=[O:53])[C:34]=2[CH2:33][CH2:32][CH2:31]1)C.C(OC(=O)C[C@H]1C2N([C@H](C3C=CC(Cl)=CC=3)C)C3C(=CC(F)=CC=3S(C)(=O)=O)C=2CCC1)C. (2) Given the product [Br:1][C:2]1[S:6][C:5]([CH2:7][NH:8][S:16]([C:11]2[CH:12]=[CH:13][CH:14]=[CH:15][C:10]=2[Cl:9])(=[O:18])=[O:17])=[CH:4][CH:3]=1, predict the reactants needed to synthesize it. The reactants are: [Br:1][C:2]1[S:6][C:5]([CH2:7][NH2:8])=[CH:4][CH:3]=1.[Cl:9][C:10]1[CH:15]=[CH:14][CH:13]=[CH:12][C:11]=1[S:16](Cl)(=[O:18])=[O:17].C(N(CC)C(C)C)(C)C. (3) Given the product [C:1]([O:4][C:5]1[C:20]([S:17]([C:11]2[CH:12]=[CH:13][CH:14]=[CH:15][CH:16]=2)(=[O:19])=[O:18])=[N:21][CH:8]=[C:7]([CH3:10])[CH:6]=1)(=[O:3])[CH3:2], predict the reactants needed to synthesize it. The reactants are: [C:1]([O:4][CH2:5][CH:6]=[C:7]([CH3:10])[CH:8]=O)(=[O:3])[CH3:2].[C:11]1([S:17]([C:20]#[N:21])(=[O:19])=[O:18])[CH:16]=[CH:15][CH:14]=[CH:13][CH:12]=1.B(OCCCC)(OCCCC)OCCCC.C(O)CCC.